From a dataset of Full USPTO retrosynthesis dataset with 1.9M reactions from patents (1976-2016). Predict the reactants needed to synthesize the given product. (1) Given the product [CH3:1][O:2][C:3]1[N:8]=[C:7]([C:9]2[S:13][C:12]([CH2:14][OH:15])=[CH:11][CH:10]=2)[CH:6]=[C:5]([NH:16][CH2:17][CH2:18][C:19]2[CH:20]=[CH:21][C:22]([O:25][CH3:26])=[CH:23][CH:24]=2)[N:4]=1, predict the reactants needed to synthesize it. The reactants are: [CH3:1][O:2][C:3]1[N:8]=[C:7]([C:9]2[S:13][C:12]([CH:14]=[O:15])=[CH:11][CH:10]=2)[CH:6]=[C:5]([NH:16][CH2:17][CH2:18][C:19]2[CH:24]=[CH:23][C:22]([O:25][CH3:26])=[CH:21][CH:20]=2)[N:4]=1.[BH4-].[Na+].CCOC(C)=O.C1CCCCC1. (2) The reactants are: [CH3:1][C:2]1[O:6][N:5]=[C:4]([C:7]([OH:9])=O)[CH:3]=1.C(Cl)(=O)C(Cl)=O.[NH2:16][C:17]1[CH:18]=[C:19]([CH:36]=[CH:37][CH:38]=1)[O:20][C:21]1[CH:22]=[CH:23][C:24]2[N:25]([CH:27]=[C:28]([NH:30][C:31]([CH:33]3[CH2:35][CH2:34]3)=[O:32])[N:29]=2)[N:26]=1.C(N(CC)CC)C. Given the product [CH:33]1([C:31]([NH:30][C:28]2[N:29]=[C:24]3[CH:23]=[CH:22][C:21]([O:20][C:19]4[CH:18]=[C:17]([NH:16][C:7]([C:4]5[CH:3]=[C:2]([CH3:1])[O:6][N:5]=5)=[O:9])[CH:38]=[CH:37][CH:36]=4)=[N:26][N:25]3[CH:27]=2)=[O:32])[CH2:34][CH2:35]1, predict the reactants needed to synthesize it. (3) Given the product [NH2:10][C:9]1[C:2]([F:1])=[C:3]([C:6]([O:13][CH3:14])=[CH:7][CH:8]=1)[C:4]#[N:5], predict the reactants needed to synthesize it. The reactants are: [F:1][C:2]1[C:9]([N+:10]([O-])=O)=[CH:8][CH:7]=[C:6]([O:13][CH3:14])[C:3]=1[C:4]#[N:5].CO. (4) Given the product [ClH:1].[C:26]1([NH:25][C:2]2[C:11]3[C:6](=[CH:7][CH:8]=[CH:9][CH:10]=3)[N:5]=[C:4]([N:12]3[CH2:17][CH2:16][CH2:15][CH2:14][CH2:13]3)[N:3]=2)[CH:31]=[CH:30][CH:29]=[CH:28][CH:27]=1, predict the reactants needed to synthesize it. The reactants are: [Cl:1][C:2]1[C:11]2[C:6](=[CH:7][CH:8]=[CH:9][CH:10]=2)[N:5]=[C:4]([N:12]2[CH2:17][CH2:16][CH2:15][CH2:14][CH2:13]2)[N:3]=1.CCN(CC)CC.[NH2:25][C:26]1[CH:31]=[CH:30][CH:29]=[CH:28][CH:27]=1.